This data is from Forward reaction prediction with 1.9M reactions from USPTO patents (1976-2016). The task is: Predict the product of the given reaction. (1) The product is: [N:5]1([CH2:8][C:9]([NH:11][C:12]2[CH:13]=[C:14]([CH:38]=[C:39]([C:41]([F:43])([F:44])[F:42])[CH:40]=2)[C:15]([NH:17][C:18]2[CH:19]=[C:20]([C:24]3[N:29]4[N:30]=[CH:31][C:32]([C:33]([O:35][CH2:36][CH3:37])=[O:34])=[C:28]4[N:27]=[CH:26][CH:25]=3)[CH:21]=[CH:22][CH:23]=2)=[O:16])=[O:10])[CH2:6][CH2:7][CH2:3][CH2:4]1. Given the reactants CN1[CH2:7][CH2:6][N:5]([CH2:8][C:9]([NH:11][C:12]2[CH:13]=[C:14]([CH:38]=[C:39]([C:41]([F:44])([F:43])[F:42])[CH:40]=2)[C:15]([NH:17][C:18]2[CH:19]=[C:20]([C:24]3[N:29]4[N:30]=[CH:31][C:32]([C:33]([O:35][CH2:36][CH3:37])=[O:34])=[C:28]4[N:27]=[CH:26][CH:25]=3)[CH:21]=[CH:22][CH:23]=2)=[O:16])=[O:10])[CH2:4][CH2:3]1.ClCC(NC1C=C(C=C(C(F)(F)F)C=1)C(NC1C=C(C2N3N=CC(C(OCC)=O)=C3N=CC=2)C=CC=1)=O)=O.N1CCCC1, predict the reaction product. (2) Given the reactants Cl[C:2]1[CH:7]=[CH:6][N:5]=[C:4]([NH2:8])[CH:3]=1.[N+:9]([O-:12])(O)=[O:10].C([O-])([O-])=O.[Na+].[Na+].[C:19]([O:23][C:24]([N:26]1[CH2:31][CH2:30][NH:29][CH2:28][CH2:27]1)=[O:25])([CH3:22])([CH3:21])[CH3:20].CCN(C(C)C)C(C)C, predict the reaction product. The product is: [C:19]([O:23][C:24]([N:26]1[CH2:31][CH2:30][N:29]([C:2]2[CH:7]=[CH:6][N:5]=[C:4]([NH2:8])[C:3]=2[N+:9]([O-:12])=[O:10])[CH2:28][CH2:27]1)=[O:25])([CH3:22])([CH3:20])[CH3:21]. (3) Given the reactants [F:1][C:2]([F:19])([F:18])[C:3]1[CH:4]=[C:5]([S:9][C:10]2[CH:15]=[CH:14][N:13]=[C:12]([C:16]#[N:17])[CH:11]=2)[CH:6]=[CH:7][CH:8]=1.[OH:20]OS([O-])=O.[K+].CC(C)=O.[OH2:30], predict the reaction product. The product is: [F:19][C:2]([F:1])([F:18])[C:3]1[CH:4]=[C:5]([S:9]([C:10]2[CH:15]=[CH:14][N:13]=[C:12]([C:16]#[N:17])[CH:11]=2)(=[O:20])=[O:30])[CH:6]=[CH:7][CH:8]=1. (4) Given the reactants [C:1]([O:7][CH2:8][C:9]([F:15])([F:14])[S:10]([O-:13])(=[O:12])=[O:11])(=[O:6])[C:2]([CH3:5])([CH3:4])[CH3:3].C([NH+](CC)CC)C.O.[Cl-].[C:25]1([I+:31][C:32]2[CH:37]=[CH:36][CH:35]=[CH:34][CH:33]=2)[CH:30]=[CH:29][CH:28]=[CH:27][CH:26]=1, predict the reaction product. The product is: [C:1]([O:7][CH2:8][C:9]([F:15])([F:14])[S:10]([O-:13])(=[O:11])=[O:12])(=[O:6])[C:2]([CH3:5])([CH3:4])[CH3:3].[C:32]1([I+:31][C:25]2[CH:26]=[CH:27][CH:28]=[CH:29][CH:30]=2)[CH:33]=[CH:34][CH:35]=[CH:36][CH:37]=1. (5) Given the reactants [Si:1]([O:8][CH2:9][CH2:10][CH2:11][C:12]([C:14]1[CH:19]=[CH:18][CH:17]=[CH:16][CH:15]=1)=O)([C:4]([CH3:7])([CH3:6])[CH3:5])([CH3:3])[CH3:2].[F:20][C:21]1[CH:30]=[CH:29][C:28]([F:31])=[CH:27][C:22]=1[C:23]([NH:25][NH2:26])=[O:24].C(O)(=O)C, predict the reaction product. The product is: [Si:1]([O:8][CH2:9][CH2:10][CH2:11][C:12](=[N:26][NH:25][C:23](=[O:24])[C:22]1[CH:27]=[C:28]([F:31])[CH:29]=[CH:30][C:21]=1[F:20])[C:14]1[CH:19]=[CH:18][CH:17]=[CH:16][CH:15]=1)([C:4]([CH3:7])([CH3:6])[CH3:5])([CH3:3])[CH3:2]. (6) Given the reactants [CH3:1][O:2][C:3]1[C:11]([N+:12]([O-:14])=[O:13])=[CH:10][CH:9]=[C:8]([O:15][CH3:16])[C:4]=1[C:5]([OH:7])=[O:6].CI.[C:19](=O)([O-])[O-].[K+].[K+], predict the reaction product. The product is: [CH3:1][O:2][C:3]1[C:11]([N+:12]([O-:14])=[O:13])=[CH:10][CH:9]=[C:8]([O:15][CH3:16])[C:4]=1[C:5]([O:7][CH3:19])=[O:6]. (7) Given the reactants [C:1]([C:5]1[CH:12]=[CH:11][C:8]([CH:9]=O)=[CH:7][CH:6]=1)([CH3:4])([CH3:3])[CH3:2].[C:13]1([CH3:22])[CH:18]=[CH:17][C:16]([CH2:19][CH2:20][NH2:21])=[CH:15][CH:14]=1.[BH4-].[Na+], predict the reaction product. The product is: [C:1]([C:5]1[CH:12]=[CH:11][C:8]([CH2:9][NH:21][CH2:20][CH2:19][C:16]2[CH:17]=[CH:18][C:13]([CH3:22])=[CH:14][CH:15]=2)=[CH:7][CH:6]=1)([CH3:4])([CH3:3])[CH3:2]. (8) Given the reactants C[O:2][CH:3](OC)[CH2:4][O:5][C:6]1[CH:15]=[CH:14][C:9]2[CH2:10][O:11][B:12]([OH:13])[C:8]=2[CH:7]=1.Cl, predict the reaction product. The product is: [OH:13][B:12]1[C:8]2[CH:7]=[C:6]([O:5][CH2:4][CH:3]=[O:2])[CH:15]=[CH:14][C:9]=2[CH2:10][O:11]1. (9) Given the reactants [NH2:1][CH2:2][C:3]1[CH:8]=[CH:7][C:6]([Cl:9])=[CH:5][C:4]=1[CH2:10][OH:11].[C:12]([O:16][C:17](O[C:17]([O:16][C:12]([CH3:15])([CH3:14])[CH3:13])=[O:18])=[O:18])([CH3:15])([CH3:14])[CH3:13].C, predict the reaction product. The product is: [Cl:9][C:6]1[CH:7]=[CH:8][C:3]([CH2:2][NH:1][C:17](=[O:18])[O:16][C:12]([CH3:15])([CH3:14])[CH3:13])=[C:4]([CH2:10][OH:11])[CH:5]=1.